The task is: Predict which catalyst facilitates the given reaction.. This data is from Catalyst prediction with 721,799 reactions and 888 catalyst types from USPTO. (1) Reactant: [Cl:1][C:2]1[CH:7]=[CH:6][C:5]([O:8][C:9]2[CH:14]=[CH:13][C:12]([CH2:15][CH2:16][OH:17])=[CH:11][CH:10]=2)=[CH:4][C:3]=1[C:18]([F:21])([F:20])[F:19].[N:22]#[C:23][NH2:24].[F:25][C:26]([F:32])([F:31])[S:27]([OH:30])(=[O:29])=[O:28]. Product: [OH:30][S:27]([C:26]([F:32])([F:31])[F:25])(=[O:29])=[O:28].[C:23](=[NH:22])([O:17][CH2:16][CH2:15][C:12]1[CH:11]=[CH:10][C:9]([O:8][C:5]2[CH:6]=[CH:7][C:2]([Cl:1])=[C:3]([C:18]([F:19])([F:20])[F:21])[CH:4]=2)=[CH:14][CH:13]=1)[NH2:24]. The catalyst class is: 1. (2) Reactant: [C:1]1(=[O:11])[NH:5][C:4](=[O:6])[C:3]2=[CH:7][CH:8]=[CH:9][CH:10]=[C:2]12. Product: [NH2:5][CH2:4][CH2:3][CH2:2][CH2:1][N:5]1[C:1](=[O:11])[C:2]2=[CH:10][CH:9]=[CH:8][CH:7]=[C:3]2[C:4]1=[O:6]. The catalyst class is: 29. (3) The catalyst class is: 4. Reactant: [Si:1]([O:8][CH2:9][CH:10]=O)([C:4]([CH3:7])([CH3:6])[CH3:5])([CH3:3])[CH3:2].[NH2:12][C:13]1[CH:23]=[CH:22][C:16]([C:17]([O:19][CH2:20][CH3:21])=[O:18])=[CH:15][CH:14]=1.C(O[BH-](OC(=O)C)OC(=O)C)(=O)C.[Na+].C(=O)([O-])O.[Na+]. Product: [Si:1]([O:8][CH2:9][CH2:10][NH:12][C:13]1[CH:14]=[CH:15][C:16]([C:17]([O:19][CH2:20][CH3:21])=[O:18])=[CH:22][CH:23]=1)([C:4]([CH3:5])([CH3:6])[CH3:7])([CH3:2])[CH3:3]. (4) Reactant: C[O:2][C:3](=[O:43])[C:4]1[CH:9]=[CH:8][C:7]([CH2:10][N:11]([C:13]2[CH:18]=[CH:17][C:16]([O:19][CH2:20][C:21]3[N:22]([C:29]4[CH:34]=[CH:33][CH:32]=[CH:31][C:30]=4[O:35][C:36]([F:39])([F:38])[F:37])[N:23]=[CH:24][C:25]=3[CH:26]3[CH2:28][CH2:27]3)=[CH:15][C:14]=2[CH3:40])[CH3:12])=[CH:6][C:5]=1[O:41][CH3:42].[OH-].[Na+].C1COCC1.Cl. Product: [CH:26]1([C:25]2[CH:24]=[N:23][N:22]([C:29]3[CH:34]=[CH:33][CH:32]=[CH:31][C:30]=3[O:35][C:36]([F:37])([F:38])[F:39])[C:21]=2[CH2:20][O:19][C:16]2[CH:17]=[CH:18][C:13]([N:11]([CH2:10][C:7]3[CH:8]=[CH:9][C:4]([C:3]([OH:43])=[O:2])=[C:5]([O:41][CH3:42])[CH:6]=3)[CH3:12])=[C:14]([CH3:40])[CH:15]=2)[CH2:28][CH2:27]1. The catalyst class is: 72.